From a dataset of Forward reaction prediction with 1.9M reactions from USPTO patents (1976-2016). Predict the product of the given reaction. (1) Given the reactants Br[C:2]1[CH:11]=[CH:10][C:9]2[C:4](=[CH:5][CH:6]=[CH:7][CH:8]=2)[CH:3]=1.[CH3:12][O:13][C:14]1[CH:19]=[CH:18][C:17]([Mg]Br)=[CH:16][CH:15]=1, predict the reaction product. The product is: [CH3:12][O:13][C:14]1[CH:19]=[CH:18][C:17]([C:2]2[CH:11]=[CH:10][C:9]3[C:4](=[CH:5][CH:6]=[CH:7][CH:8]=3)[CH:3]=2)=[CH:16][CH:15]=1. (2) Given the reactants [N:1]1([C:7]2[CH:12]=[CH:11][C:10]([N:13]3[CH:22]=[C:21]4[C:15]([CH2:16][CH2:17][N:18](C(OC(C)(C)C)=O)[CH2:19][CH2:20]4)=[N:14]3)=[CH:9][CH:8]=2)[CH2:6][CH2:5][CH2:4][CH2:3][CH2:2]1.Cl, predict the reaction product. The product is: [N:1]1([C:7]2[CH:12]=[CH:11][C:10]([N:13]3[CH:22]=[C:21]4[C:15]([CH2:16][CH2:17][NH:18][CH2:19][CH2:20]4)=[N:14]3)=[CH:9][CH:8]=2)[CH2:6][CH2:5][CH2:4][CH2:3][CH2:2]1. (3) Given the reactants [C:1]1([C:21]2[CH:26]=[CH:25][CH:24]=[CH:23][CH:22]=2)[CH:6]=[CH:5][C:4]([CH2:7][C:8]([NH:10][C@@H:11]([C:13]2[CH:18]=[CH:17][C:16]([O:19]C)=[CH:15][N:14]=2)[CH3:12])=[O:9])=[CH:3][CH:2]=1.[C-]#N.[Na+], predict the reaction product. The product is: [C:1]1([C:21]2[CH:26]=[CH:25][CH:24]=[CH:23][CH:22]=2)[CH:2]=[CH:3][C:4]([CH2:7][C:8]([NH:10][C@@H:11]([C:13]2[CH:18]=[CH:17][C:16]([OH:19])=[CH:15][N:14]=2)[CH3:12])=[O:9])=[CH:5][CH:6]=1. (4) The product is: [C:35]([N:24]1[CH2:25][CH2:26][C:27]2[N:28]=[C:20]([NH:19][C:17]([N:14]3[CH2:13][CH2:12][CH:11]([N:8]4[C:9]5[C:5](=[CH:4][CH:3]=[C:2]([F:1])[CH:10]=5)[CH2:6][CH2:7]4)[CH2:16][CH2:15]3)=[O:18])[S:21][C:22]=2[CH2:23]1)(=[O:37])[CH3:36]. Given the reactants [F:1][C:2]1[CH:10]=[C:9]2[C:5]([CH2:6][CH2:7][N:8]2[CH:11]2[CH2:16][CH2:15][N:14]([C:17]([NH:19][C:20]3[S:21][C:22]4[CH2:23][NH:24][CH2:25][CH2:26][C:27]=4[N:28]=3)=[O:18])[CH2:13][CH2:12]2)=[CH:4][CH:3]=1.N1C=CC=CC=1.[C:35](Cl)(=[O:37])[CH3:36].CO, predict the reaction product. (5) Given the reactants [CH2:1]([S:3]([N:6]1[CH2:11][CH2:10][CH:9]([C:12]2[C:20]3[C:15](=[C:16]([C:28]([NH2:30])=[O:29])[CH:17]=[C:18]([C:21]4[CH:25]=[C:24]([CH:26]=O)[S:23][CH:22]=4)[CH:19]=3)[NH:14][CH:13]=2)[CH2:8][CH2:7]1)(=[O:5])=[O:4])[CH3:2].C[N:32]1[CH2:36][CH2:35][CH2:34][C@@H:33]1[CH3:37].C(O[BH-](OC(=O)C)OC(=O)C)(=O)C.[Na+], predict the reaction product. The product is: [CH2:1]([S:3]([N:6]1[CH2:11][CH2:10][CH:9]([C:12]2[C:20]3[C:15](=[C:16]([C:28]([NH2:30])=[O:29])[CH:17]=[C:18]([C:21]4[CH:25]=[C:24]([CH2:26][N:32]5[CH2:36][CH2:35][CH2:34][C@@H:33]5[CH3:37])[S:23][CH:22]=4)[CH:19]=3)[NH:14][CH:13]=2)[CH2:8][CH2:7]1)(=[O:4])=[O:5])[CH3:2]. (6) The product is: [Cl:1][C:2]1[CH:3]=[C:4]([N:22]([CH3:29])[CH:23]2[CH2:28][CH2:27][N:26]([CH3:32])[CH2:25][CH2:24]2)[C:5]([CH3:21])=[C:6]([CH:20]=1)[C:7]([NH:9][CH2:10][C:11]1[C:12](=[O:19])[NH:13][C:14]([CH3:18])=[CH:15][C:16]=1[CH3:17])=[O:8]. Given the reactants [Cl:1][C:2]1[CH:3]=[C:4]([N:22]([CH3:29])[CH:23]2[CH2:28][CH2:27][NH:26][CH2:25][CH2:24]2)[C:5]([CH3:21])=[C:6]([CH:20]=1)[C:7]([NH:9][CH2:10][C:11]1[C:12](=[O:19])[NH:13][C:14]([CH3:18])=[CH:15][C:16]=1[CH3:17])=[O:8].C=O.[C:32]([BH3-])#N.[Na+], predict the reaction product. (7) Given the reactants [CH3:1][N:2]1[CH2:7][CH2:6][N:5]([CH2:8][CH2:9][CH2:10][OH:11])[CH2:4][CH2:3]1.[H-].[Na+].C(O[C:19]([N:21]1[CH2:26][CH2:25][CH:24]([C:27]2[C:36]3[C:31](=[CH:32][C:33](F)=[CH:34][CH:35]=3)[N:30]=[CH:29][N:28]=2)[CH2:23][CH2:22]1)=[O:20])(C)(C)C.CCN(CC)CC.Cl.[N+](C1C=CC(OC(=O)[NH:57][C:58]2[CH:59]=[N:60][C:61]([N:64]3[CH2:68][CH2:67][CH2:66][CH2:65]3)=[CH:62][CH:63]=2)=CC=1)([O-])=O.N1(C2N=CC(N)=CC=2)CCCC1, predict the reaction product. The product is: [N:64]1([C:61]2[N:60]=[CH:59][C:58]([NH:57][C:19]([N:21]3[CH2:22][CH2:23][CH:24]([C:27]4[C:36]5[C:31](=[CH:32][C:33]([O:11][CH2:10][CH2:9][CH2:8][N:5]6[CH2:6][CH2:7][N:2]([CH3:1])[CH2:3][CH2:4]6)=[CH:34][CH:35]=5)[N:30]=[CH:29][N:28]=4)[CH2:25][CH2:26]3)=[O:20])=[CH:63][CH:62]=2)[CH2:68][CH2:67][CH2:66][CH2:65]1. (8) Given the reactants [CH3:1][O:2][CH2:3][CH2:4][N:5]1[CH2:11][CH2:10][C:9]2[CH:12]=[C:13]([NH2:16])[CH:14]=[CH:15][C:8]=2[CH2:7][CH2:6]1.Cl[C:18]1[N:23]=[C:22]([NH:24][C:25]2[CH:37]=[CH:36][CH:35]=[CH:34][C:26]=2[C:27]([N:29]([CH3:33])[CH2:30][C:31]#[CH:32])=[O:28])[C:21]([Cl:38])=[CH:20][N:19]=1, predict the reaction product. The product is: [Cl:38][C:21]1[C:22]([NH:24][C:25]2[CH:37]=[CH:36][CH:35]=[CH:34][C:26]=2[C:27]([N:29]([CH3:33])[CH2:30][C:31]#[CH:32])=[O:28])=[N:23][C:18]([NH:16][C:13]2[CH:14]=[CH:15][C:8]3[CH2:7][CH2:6][N:5]([CH2:4][CH2:3][O:2][CH3:1])[CH2:11][CH2:10][C:9]=3[CH:12]=2)=[N:19][CH:20]=1.